This data is from Reaction yield outcomes from USPTO patents with 853,638 reactions. The task is: Predict the reaction yield, written as a fraction of the theoretical maximum amount of product (1.0 means a 100% yield; for example, 0.34 means a 34% yield). (1) The reactants are [CH3:1][N:2]([CH2:6][CH2:7][C:8]([OH:10])=O)[C:3](=[O:5])[CH3:4].[CH:11]1([NH:14][C:15]([NH:17][C:18]2[CH:23]=[CH:22][C:21]([C:24]3[N:25]=[C:26]([N:33]4[CH2:38][CH2:37][O:36][CH2:35][C@@H:34]4[CH3:39])[C:27]4[CH2:32][NH:31][CH2:30][C:28]=4[N:29]=3)=[CH:20][CH:19]=2)=[O:16])[CH2:13][CH2:12]1. No catalyst specified. The product is [CH:11]1([NH:14][C:15](=[O:16])[NH:17][C:18]2[CH:19]=[CH:20][C:21]([C:24]3[N:25]=[C:26]([N:33]4[CH2:38][CH2:37][O:36][CH2:35][C@@H:34]4[CH3:39])[C:27]4[CH2:32][N:31]([C:8](=[O:10])[CH2:7][CH2:6][N:2]([CH3:1])[C:3](=[O:5])[CH3:4])[CH2:30][C:28]=4[N:29]=3)=[CH:22][CH:23]=2)[CH2:13][CH2:12]1. The yield is 0.260. (2) The reactants are [Br:1][C:2]1[N:3]=[C:4]([C:9]#[C:10][Si:11]([CH3:14])([CH3:13])[CH3:12])[C:5]([NH2:8])=[N:6][CH:7]=1.N1C=CC=CC=1.[C:21](Cl)(=[O:23])[CH3:22]. The catalyst is C1COCC1. The product is [Br:1][C:2]1[N:3]=[C:4]([C:9]#[C:10][Si:11]([CH3:13])([CH3:12])[CH3:14])[C:5]([NH:8][C:21](=[O:23])[CH3:22])=[N:6][CH:7]=1. The yield is 0.310. (3) The reactants are [CH3:1][O:2][C:3](=[O:11])[C:4]1[CH:9]=[CH:8][C:7]([NH2:10])=[CH:6][CH:5]=1.[CH:12](=O)[CH2:13][CH2:14][CH3:15]. No catalyst specified. The product is [CH2:12]([NH:10][C:7]1[CH:8]=[CH:9][C:4]([C:3]([O:2][CH3:1])=[O:11])=[CH:5][CH:6]=1)[CH2:13][CH2:14][CH3:15]. The yield is 0.820. (4) The reactants are [C:1]([C:3]1[C:4]([C:19]2[CH:24]=[CH:23][C:22]([Cl:25])=[CH:21][C:20]=2[Cl:26])=[C:5]([C:14]([O:16]CC)=[O:15])[S:6][C:7]=1[N:8]1[CH2:13][CH2:12][O:11][CH2:10][CH2:9]1)#[N:2].[OH-].[Na+]. The catalyst is C1COCC1.CO.O. The product is [C:1]([C:3]1[C:4]([C:19]2[CH:24]=[CH:23][C:22]([Cl:25])=[CH:21][C:20]=2[Cl:26])=[C:5]([C:14]([OH:16])=[O:15])[S:6][C:7]=1[N:8]1[CH2:9][CH2:10][O:11][CH2:12][CH2:13]1)#[N:2]. The yield is 0.620. (5) The reactants are Br[C:2]1[CH:3]=[C:4]([CH:8]=[CH:9][N:10]=1)[C:5]([OH:7])=[O:6].[NH:11]1[CH:15]=[CH:14][N:13]=[CH:12]1.C([O-])([O-])=O.[Cs+].[Cs+]. The catalyst is CS(C)=O.[Cu]I. The product is [N:11]1([C:2]2[CH:3]=[C:4]([CH:8]=[CH:9][N:10]=2)[C:5]([OH:7])=[O:6])[CH:15]=[CH:14][N:13]=[CH:12]1. The yield is 0.980. (6) The reactants are S([O-])([O-])=O.[Na+].[Na+].[C:7]([N:10]1[C:18]2[C:13](=[CH:14][CH:15]=[CH:16][CH:17]=2)[C:12]([O:19]C(=O)C)=[CH:11]1)(=[O:9])[CH3:8]. The catalyst is O. The product is [C:7]([N:10]1[C:18]2[C:13](=[CH:14][CH:15]=[CH:16][CH:17]=2)[C:12](=[O:19])[CH2:11]1)(=[O:9])[CH3:8]. The yield is 0.710. (7) The reactants are [OH:1][C:2]1([C@H:16]2[CH2:21][CH2:20][CH2:19][CH2:18][N:17]2[C:22]([O:24][C:25]([CH3:28])([CH3:27])[CH3:26])=[O:23])[CH2:5][N:4]([C:6]([O:8]CC2C=CC=CC=2)=O)[CH2:3]1.CCN(C(C)C)C(C)C.[F:38][C:39]1[C:40]([NH:49][C:50]2[CH:55]=[CH:54][C:53]([I:56])=[CH:52][C:51]=2[F:57])=[C:41]([CH:45]=[CH:46][C:47]=1[F:48])C(F)=O. The catalyst is [Pd].CO. The product is [F:38][C:39]1[C:40]([NH:49][C:50]2[CH:55]=[CH:54][C:53]([I:56])=[CH:52][C:51]=2[F:57])=[C:41]([C:6]([N:4]2[CH2:5][C:2]([C@H:16]3[CH2:21][CH2:20][CH2:19][CH2:18][N:17]3[C:22]([O:24][C:25]([CH3:28])([CH3:27])[CH3:26])=[O:23])([OH:1])[CH2:3]2)=[O:8])[CH:45]=[CH:46][C:47]=1[F:48]. The yield is 0.740.